From a dataset of Reaction yield outcomes from USPTO patents with 853,638 reactions. Predict the reaction yield, written as a fraction of the theoretical maximum amount of product (1.0 means a 100% yield; for example, 0.34 means a 34% yield). (1) The reactants are Cl.[CH2:2]([C:6]1[N:10]([C:11]2[CH:16]=[CH:15][CH:14]=[CH:13][CH:12]=2)[N:9]=[C:8]([CH2:17][NH:18][C:19]([CH:21]2[CH:26]3[CH:22]2[CH2:23][NH:24][CH2:25]3)=[O:20])[CH:7]=1)[CH:3]([CH3:5])[CH3:4].C(N(CC)CC)C.[C:34](Cl)(=[O:41])[C:35]1[CH:40]=[CH:39][CH:38]=[CH:37][CH:36]=1.CO. The catalyst is C(Cl)Cl. The product is [C:34]([N:24]1[CH2:25][CH:26]2[CH:22]([CH:21]2[C:19]([NH:18][CH2:17][C:8]2[CH:7]=[C:6]([CH2:2][CH:3]([CH3:5])[CH3:4])[N:10]([C:11]3[CH:16]=[CH:15][CH:14]=[CH:13][CH:12]=3)[N:9]=2)=[O:20])[CH2:23]1)(=[O:41])[C:35]1[CH:40]=[CH:39][CH:38]=[CH:37][CH:36]=1. The yield is 0.832. (2) The reactants are [N+:1]([C:4]1[CH:5]=[C:6]([CH:9]=[CH:10][CH:11]=1)[CH2:7]Br)([O-:3])=[O:2].[NH:12]1[CH2:18][CH2:17][CH2:16][CH2:15][CH2:14][CH2:13]1.C(N(CC)CC)C. The catalyst is C(Cl)Cl. The product is [N+:1]([C:4]1[CH:5]=[C:6]([CH:9]=[CH:10][CH:11]=1)[CH2:7][N:12]1[CH2:18][CH2:17][CH2:16][CH2:15][CH2:14][CH2:13]1)([O-:3])=[O:2]. The yield is 0.701. (3) The reactants are [Br-:1].[Li+].CS(O[CH2:8][CH2:9][NH:10][C:11](=[O:17])[O:12][C:13]([CH3:16])([CH3:15])[CH3:14])(=O)=O. The catalyst is O1CCCC1. The product is [Br:1][CH2:8][CH2:9][NH:10][C:11](=[O:17])[O:12][C:13]([CH3:16])([CH3:15])[CH3:14]. The yield is 0.960. (4) The reactants are S(Cl)(Cl)=O.CN(C)C=O.[CH2:10]([O:17][C:18]1[CH:27]=[C:26]2[C:21]([C:22](=O)[CH:23]=[CH:24][NH:25]2)=[CH:20][C:19]=1[C:29]([O:31]C1C=CC=CC=1)=O)[C:11]1[CH:16]=[CH:15][CH:14]=[CH:13][CH:12]=1.[ClH:38].[O:39]([NH2:41])[CH3:40]. The catalyst is C(OCC)(=O)C.CCCCCC.O. The product is [CH3:40][O:39][NH:41][C:29]([C:19]1[CH:20]=[C:21]2[C:26](=[CH:27][C:18]=1[O:17][CH2:10][C:11]1[CH:12]=[CH:13][CH:14]=[CH:15][CH:16]=1)[N:25]=[CH:24][CH:23]=[C:22]2[Cl:38])=[O:31]. The yield is 0.180. (5) The reactants are [C:1]([O:9][CH2:10][C@:11]([O:15][CH2:16][CH:17]=[CH2:18])([CH3:14])C=C)(=[O:8])[C:2]1[CH:7]=[CH:6][CH:5]=[CH:4][CH:3]=1. The catalyst is C(Cl)Cl.Cl[Ru](=C1N(C2C(C)=CC(C)=CC=2C)CCN1C1C(C)=CC(C)=CC=1C)(Cl)(=CC1C=CC=CC=1)[P](C1CCCCC1)(C1CCCCC1)C1CCCCC1. The product is [C:1]([O:9][CH2:10][C@:11]1([CH3:14])[CH:18]=[CH:17][CH2:16][O:15]1)(=[O:8])[C:2]1[CH:3]=[CH:4][CH:5]=[CH:6][CH:7]=1. The yield is 0.790. (6) The reactants are [CH2:1]([O:8][N:9]1[C:15](=[O:16])[N:14]2[CH2:17][C@H:10]1[CH2:11][CH2:12][C@H:13]2[C:18]([NH:20][NH:21][CH:22]=[O:23])=O)[C:2]1[CH:7]=[CH:6][CH:5]=[CH:4][CH:3]=1.N1C=CC=CC=1.O(S(C(F)(F)F)(=O)=O)S(C(F)(F)F)(=O)=O. The catalyst is C(Cl)Cl. The product is [CH2:1]([O:8][N:9]1[C:15](=[O:16])[N:14]2[CH2:17][C@H:10]1[CH2:11][CH2:12][C@H:13]2[C:18]1[O:23][CH:22]=[N:21][N:20]=1)[C:2]1[CH:3]=[CH:4][CH:5]=[CH:6][CH:7]=1. The yield is 0.860. (7) The reactants are [C:1]1([C:7]2[NH:11][CH:10]=[C:9]([CH2:12][OH:13])[CH:8]=2)[CH:6]=[CH:5][CH:4]=[CH:3][CH:2]=1.C[N+]1([O-])CCOCC1. The catalyst is C(#N)C.[Ru]([O-])(=O)(=O)=O.C([N+](CCC)(CCC)CCC)CC. The product is [C:1]1([C:7]2[NH:11][CH:10]=[C:9]([CH:12]=[O:13])[CH:8]=2)[CH:6]=[CH:5][CH:4]=[CH:3][CH:2]=1. The yield is 0.620.